Dataset: Acute oral toxicity (LD50) regression data from Zhu et al.. Task: Regression/Classification. Given a drug SMILES string, predict its toxicity properties. Task type varies by dataset: regression for continuous values (e.g., LD50, hERG inhibition percentage) or binary classification for toxic/non-toxic outcomes (e.g., AMES mutagenicity, cardiotoxicity, hepatotoxicity). Dataset: ld50_zhu. (1) The drug is Fc1cc(F)c2nc(C(F)(F)F)[nH]c2c1. The rat oral LD50 is 4.95, given as -log10 of the dose in mol/kg body weight (higher means more acutely toxic). (2) The compound is CC(O)c1ccccc1. The rat oral LD50 is 2.48, given as -log10 of the dose in mol/kg body weight (higher means more acutely toxic). (3) The rat oral LD50 is 2.36, given as -log10 of the dose in mol/kg body weight (higher means more acutely toxic). The molecule is O=C=NCCCCCCN=C=O. (4) The compound is CCOP(=S)(OCC)Oc1cc(C)nc(N(C)C)n1. The rat oral LD50 is 3.39, given as -log10 of the dose in mol/kg body weight (higher means more acutely toxic). (5) The molecule is FC(F)(F)c1nc2c(Cl)cc(I)cc2[nH]1. The rat oral LD50 is 5.38, given as -log10 of the dose in mol/kg body weight (higher means more acutely toxic). (6) The molecule is CCCSP(C)(=S)Oc1ccccc1. The rat oral LD50 is 3.07, given as -log10 of the dose in mol/kg body weight (higher means more acutely toxic). (7) The compound is CCC=C(C)C=O. The rat oral LD50 is 1.36, given as -log10 of the dose in mol/kg body weight (higher means more acutely toxic). (8) The compound is COc1ccccc1OCC(O)COC(=O)c1cccnc1. The rat oral LD50 is 1.59, given as -log10 of the dose in mol/kg body weight (higher means more acutely toxic).